Dataset: Reaction yield outcomes from USPTO patents with 853,638 reactions. Task: Predict the reaction yield, written as a fraction of the theoretical maximum amount of product (1.0 means a 100% yield; for example, 0.34 means a 34% yield). (1) The reactants are [F:1][C:2]([F:34])([F:33])[C:3]1[CH:28]=[C:27]([C:29]([F:32])([F:31])[F:30])[CH:26]=[CH:25][C:4]=1[CH2:5][O:6][C:7]1[CH:15]=[CH:14][C:13](/[CH:16]=[C:17]2/[C:18]([NH:23][CH3:24])=[N:19][C:20](=[O:22])[S:21]/2)=[CH:12][C:8]=1C(O)=O.CN.O1CCCC1.ON1C2C=CC=CC=2N=N1.Cl.C(N=C=NCCCN(C)C)C.C[N:65]([CH3:68])[CH:66]=[O:67]. The catalyst is O. The product is [F:34][C:2]([F:1])([F:33])[C:3]1[CH:28]=[C:27]([C:29]([F:30])([F:32])[F:31])[CH:26]=[CH:25][C:4]=1[CH2:5][O:6][C:7]1[CH:8]=[CH:12][C:13](/[CH:16]=[C:17]2/[C:18]([NH:23][CH3:24])=[N:19][C:20](=[O:22])[S:21]/2)=[CH:14][C:15]=1[C:66]([NH:65][CH3:68])=[O:67]. The yield is 0.700. (2) The reactants are [CH:1]1[C:15](=[O:16])[N:14]=C2[N:3]([C@@H:4]3[O:8][C@H:7]([CH2:9][OH:10])[C@@H:6]([OH:11])[C@@H:5]3O2)[CH:2]=1.[CH3:17][SH:18].[CH3:19]N(C)C(N(C)C)=N. The catalyst is CN(C=O)C. The product is [CH3:19][C@@H:5]1[C@H:6]([OH:11])[C@@H:7]([CH2:9][OH:10])[O:8][C@H:4]1[N:3]1[CH:2]=[CH:1][C:15](=[O:16])[NH:14][C:17]1=[S:18]. The yield is 0.754. (3) The reactants are C([O:3][C:4](=[O:26])[CH2:5][O:6][C:7]1[CH:12]=[CH:11][C:10]([C:13]2([C:19]3[CH:24]=[CH:23][C:22](Br)=[CH:21][CH:20]=3)[CH2:18][CH2:17][NH:16][CH2:15][CH2:14]2)=[CH:9][CH:8]=1)C.CC1(C)C(C)(C)OB([C:35]2[CH:36]=[N:37][NH:38][CH:39]=2)O1. The catalyst is [Pd].C1(P(C2C=CC=CC=2)C2C=CC=CC=2)C=CC=CC=1.C1(P(C2C=CC=CC=2)C2C=CC=CC=2)C=CC=CC=1.C1(P(C2C=CC=CC=2)C2C=CC=CC=2)C=CC=CC=1.C1(P(C2C=CC=CC=2)C2C=CC=CC=2)C=CC=CC=1. The product is [NH:37]1[CH:36]=[C:35]([C:22]2[CH:21]=[CH:20][C:19]([C:13]3([C:10]4[CH:9]=[CH:8][C:7]([O:6][CH2:5][C:4]([OH:3])=[O:26])=[CH:12][CH:11]=4)[CH2:18][CH2:17][NH:16][CH2:15][CH2:14]3)=[CH:24][CH:23]=2)[CH:39]=[N:38]1. The yield is 0.0500. (4) The reactants are [C:1]1([CH:7]([C:18]2[CH:23]=[CH:22][CH:21]=[CH:20][CH:19]=2)[C:8]2[NH:9][C:10]3[CH:16]=[C:15]([NH2:17])[CH:14]=[CH:13][C:11]=3[N:12]=2)[CH:6]=[CH:5][CH:4]=[CH:3][CH:2]=1.[Br:24]Br. No catalyst specified. The product is [C:18]1([CH:7]([C:1]2[CH:6]=[CH:5][CH:4]=[CH:3][CH:2]=2)[C:8]2[NH:9][C:10]3[C:16]([Br:24])=[C:15]([NH2:17])[CH:14]=[CH:13][C:11]=3[N:12]=2)[CH:23]=[CH:22][CH:21]=[CH:20][CH:19]=1. The yield is 0.860. (5) The reactants are [CH2:1]([O:8][C:9]([N:11]1[CH2:14][CH:13]([C:15]([OH:17])=O)[CH2:12]1)=[O:10])[C:2]1[CH:7]=[CH:6][CH:5]=[CH:4][CH:3]=1.C1C=CC2N(O)N=NC=2C=1.CCN=C=NCCCN(C)C.[CH:39]1([N:43]2[CH2:49][CH2:48][CH2:47][NH:46][CH2:45][CH2:44]2)[CH2:42][CH2:41][CH2:40]1. The catalyst is CN(C=O)C.C(Cl)Cl.C(Cl)Cl. The product is [CH:39]1([N:43]2[CH2:49][CH2:48][CH2:47][N:46]([C:15]([CH:13]3[CH2:12][N:11]([C:9]([O:8][CH2:1][C:2]4[CH:3]=[CH:4][CH:5]=[CH:6][CH:7]=4)=[O:10])[CH2:14]3)=[O:17])[CH2:45][CH2:44]2)[CH2:42][CH2:41][CH2:40]1. The yield is 0.600. (6) The reactants are Cl.[CH3:2][N:3]([CH3:33])[C:4]([C:6]1[N:27]([CH:28]2[CH2:32][CH2:31][CH2:30][CH2:29]2)[C:9]2[N:10]=[C:11]([NH:14][C:15]3[CH:20]=[CH:19][C:18]([N:21]4[CH2:26][CH2:25][NH:24][CH2:23][CH2:22]4)=[CH:17][N:16]=3)[N:12]=[CH:13][C:8]=2[CH:7]=1)=[O:5].C(=O)([O-])[O-].[K+].[K+].Br[CH2:41][CH2:42][F:43]. The catalyst is C(#N)C.CN(C=O)C. The product is [CH3:2][N:3]([CH3:33])[C:4]([C:6]1[N:27]([CH:28]2[CH2:32][CH2:31][CH2:30][CH2:29]2)[C:9]2[N:10]=[C:11]([NH:14][C:15]3[CH:20]=[CH:19][C:18]([N:21]4[CH2:22][CH2:23][N:24]([CH2:41][CH2:42][F:43])[CH2:25][CH2:26]4)=[CH:17][N:16]=3)[N:12]=[CH:13][C:8]=2[CH:7]=1)=[O:5]. The yield is 0.550.